Task: Regression. Given two drug SMILES strings and cell line genomic features, predict the synergy score measuring deviation from expected non-interaction effect.. Dataset: NCI-60 drug combinations with 297,098 pairs across 59 cell lines Drug 1: C1CC(C1)(C(=O)O)C(=O)O.[NH2-].[NH2-].[Pt+2]. Drug 2: C1=NC(=NC(=O)N1C2C(C(C(O2)CO)O)O)N. Cell line: MDA-MB-231. Synergy scores: CSS=10.7, Synergy_ZIP=-2.89, Synergy_Bliss=0.304, Synergy_Loewe=2.47, Synergy_HSA=0.393.